This data is from Oral bioavailability binary classification data from Ma et al.. The task is: Regression/Classification. Given a drug SMILES string, predict its absorption, distribution, metabolism, or excretion properties. Task type varies by dataset: regression for continuous measurements (e.g., permeability, clearance, half-life) or binary classification for categorical outcomes (e.g., BBB penetration, CYP inhibition). Dataset: bioavailability_ma. (1) The drug is NCC(O)c1cccc(O)c1. The result is 0 (low bioavailability). (2) The compound is NS(=O)(=O)c1cc2c(cc1Cl)NC=NS2(=O)=O. The result is 0 (low bioavailability). (3) The drug is Nc1c2c(nc3ccccc13)CCCC2. The result is 1 (high bioavailability). (4) The molecule is CC(C)(O/N=C(\C(=O)N[C@@H]1C(=O)N2C(C(=O)[O-])=C(C[n+]3ccccc3)CS[C@H]12)c1csc(N)n1)C(=O)O. The result is 0 (low bioavailability). (5) The drug is CC(C(=O)O)c1ccc(C(=O)c2cccs2)cc1. The result is 1 (high bioavailability). (6) The molecule is Cn1c(=O)c2[nH]cnc2n(C)c1=O. The result is 1 (high bioavailability). (7) The compound is CCN(CCO)CCCC(C)Nc1ccnc2cc(Cl)ccc12. The result is 1 (high bioavailability). (8) The drug is CCOC(=O)Nc1ccc(NCc2ccc(F)cc2)nc1N. The result is 1 (high bioavailability).